The task is: Regression. Given two drug SMILES strings and cell line genomic features, predict the synergy score measuring deviation from expected non-interaction effect.. This data is from NCI-60 drug combinations with 297,098 pairs across 59 cell lines. (1) Drug 1: C1CC(=O)NC(=O)C1N2CC3=C(C2=O)C=CC=C3N. Synergy scores: CSS=4.90, Synergy_ZIP=-1.01, Synergy_Bliss=-1.51, Synergy_Loewe=-39.7, Synergy_HSA=-5.24. Cell line: MOLT-4. Drug 2: CC1=CC=C(C=C1)C2=CC(=NN2C3=CC=C(C=C3)S(=O)(=O)N)C(F)(F)F. (2) Drug 1: C1=CC(=C2C(=C1NCCNCCO)C(=O)C3=C(C=CC(=C3C2=O)O)O)NCCNCCO. Drug 2: CC1C(C(CC(O1)OC2CC(CC3=C2C(=C4C(=C3O)C(=O)C5=C(C4=O)C(=CC=C5)OC)O)(C(=O)C)O)N)O.Cl. Cell line: IGROV1. Synergy scores: CSS=54.1, Synergy_ZIP=1.48, Synergy_Bliss=4.77, Synergy_Loewe=7.60, Synergy_HSA=10.1.